Task: Predict the product of the given reaction.. Dataset: Forward reaction prediction with 1.9M reactions from USPTO patents (1976-2016) Given the reactants [CH3:1][O:2][C:3]1[CH:4]=[C:5]([CH:11]2[CH:16]([N+:17]([O-:19])=[O:18])[CH2:15][CH2:14][C:13](=[O:20])[CH2:12]2)[CH:6]=[CH:7][C:8]=1[O:9][CH3:10].C([BH-](C(CC)C)C(CC)C)(CC)C.[K+].P([O-])([O-])([O-])=O, predict the reaction product. The product is: [CH3:1][O:2][C:3]1[CH:4]=[C:5]([CH:11]2[CH:16]([N+:17]([O-:19])=[O:18])[CH2:15][CH2:14][CH:13]([OH:20])[CH2:12]2)[CH:6]=[CH:7][C:8]=1[O:9][CH3:10].